Dataset: Full USPTO retrosynthesis dataset with 1.9M reactions from patents (1976-2016). Task: Predict the reactants needed to synthesize the given product. (1) Given the product [N+:13]([C:3]1[CH:4]=[C:5]([CH:11]=[CH:12][C:2]=1[NH:28][CH:25]1[CH2:26][CH2:27][O:22][CH2:23][CH2:24]1)[C:6]([O:8][CH2:9][CH3:10])=[O:7])([O-:15])=[O:14], predict the reactants needed to synthesize it. The reactants are: Cl[C:2]1[CH:12]=[CH:11][C:5]([C:6]([O:8][CH2:9][CH3:10])=[O:7])=[CH:4][C:3]=1[N+:13]([O-:15])=[O:14].C([O-])([O-])=O.[K+].[K+].[O:22]1[CH2:27][CH2:26][CH:25]([NH:28]N)[CH2:24][CH2:23]1. (2) Given the product [NH2:9][C:10]([NH2:15])=[S:11].[C:1]([N:15]1[C:16](=[O:17])[C:18]2[C:23](=[CH:22][CH:21]=[CH:20][CH:19]=2)[S:12]1(=[O:13])=[O:14])(=[O:8])[C:2]1[CH:7]=[CH:6][CH:5]=[CH:4][CH:3]=1, predict the reactants needed to synthesize it. The reactants are: [C:1]([N:9]=[C:10]=[S:11])(=[O:8])[C:2]1[CH:7]=[CH:6][CH:5]=[CH:4][CH:3]=1.[S:12]1([C:23]2[C:18](=[CH:19][CH:20]=[CH:21][CH:22]=2)[C:16](=[O:17])[NH:15]1)(=[O:14])=[O:13].O. (3) Given the product [NH2:9][C:8]1[C:7]2[C:6]([CH3:10])=[C:5]([CH3:11])[N:4]=[N:3][C:2]=2[S:14][C:13]=1[C:12]([O:16][CH3:17])=[O:15], predict the reactants needed to synthesize it. The reactants are: Cl[C:2]1[N:3]=[N:4][C:5]([CH3:11])=[C:6]([CH3:10])[C:7]=1[C:8]#[N:9].[C:12]([O:16][CH3:17])(=[O:15])[CH2:13][SH:14].C(=O)([O-])[O-].[K+].[K+]. (4) Given the product [O:6]=[S:5]1(=[O:7])[CH2:1][CH2:2][CH:3]=[CH:23][CH2:22][N:8]1[C:9]1[CH:10]=[C:11]([CH:16]=[C:17]([CH2:19][CH2:20][CH3:21])[CH:18]=1)[C:12]([O:14][CH3:15])=[O:13], predict the reactants needed to synthesize it. The reactants are: [CH2:1]([S:5]([N:8]([CH2:22][CH:23]=C)[C:9]1[CH:10]=[C:11]([CH:16]=[C:17]([CH2:19][CH2:20][CH3:21])[CH:18]=1)[C:12]([O:14][CH3:15])=[O:13])(=[O:7])=[O:6])[CH2:2][CH:3]=C. (5) Given the product [Br:1][C:2]1[CH:3]=[C:4]2[N:10]([CH2:12][C:13]3[CH:14]=[N:15][CH:16]=[C:17]([F:19])[CH:18]=3)[CH:9]=[CH:8][C:5]2=[N:6][CH:7]=1, predict the reactants needed to synthesize it. The reactants are: [Br:1][C:2]1[CH:3]=[C:4]2[NH:10][CH:9]=[CH:8][C:5]2=[N:6][CH:7]=1.Cl[CH2:12][C:13]1[CH:14]=[N:15][CH:16]=[C:17]([F:19])[CH:18]=1. (6) Given the product [Br:11][C:8]1[CH:9]=[CH:10][C:5]([C:3]2[N:17]=[C:16]([C:13]([CH3:15])([CH3:14])[CH3:12])[NH:18][CH:2]=2)=[CH:6][CH:7]=1, predict the reactants needed to synthesize it. The reactants are: Br[CH2:2][C:3]([C:5]1[CH:10]=[CH:9][C:8]([Br:11])=[CH:7][CH:6]=1)=O.[CH3:12][C:13]([C:16]([NH2:18])=[NH:17])([CH3:15])[CH3:14].Cl.C([O-])([O-])=O.[K+].[K+]. (7) Given the product [Br:1][C:2]1[CH:7]=[C:6]2[C:8]([CH:9]([O:13][CH2:14][CH3:15])[O:10][CH2:11][CH3:12])=[N:16][NH:17][C:5]2=[CH:4][N:3]=1, predict the reactants needed to synthesize it. The reactants are: [Br:1][C:2]1[CH:7]=[C:6]([C:8](=[N:16][NH:17]C(OC(C)(C)C)=O)[CH:9]([O:13][CH2:14][CH3:15])[O:10][CH2:11][CH3:12])[C:5](F)=[CH:4][N:3]=1.[H-].[Na+].CCOC(C)=O.